From a dataset of Full USPTO retrosynthesis dataset with 1.9M reactions from patents (1976-2016). Predict the reactants needed to synthesize the given product. (1) The reactants are: Cl.Cl.[NH2:3][C:4]1[C:9]([S:10]([NH2:13])(=[O:12])=[O:11])=[CH:8][C:7]([C:14]2[CH:15]=[CH:16][C:17]3[O:23][CH2:22][CH2:21][NH:20][CH2:19][C:18]=3[CH:24]=2)=[CH:6][N:5]=1.Cl[C:26]1[C:31]([CH:32]([CH3:34])[CH3:33])=[C:30]([CH3:35])[N:29]=[C:28]([NH2:36])[N:27]=1.C(N(C(C)C)CC)(C)C.O. Given the product [NH2:3][C:4]1[C:9]([S:10]([NH2:13])(=[O:11])=[O:12])=[CH:8][C:7]([C:14]2[CH:15]=[CH:16][C:17]3[O:23][CH2:22][CH2:21][N:20]([C:26]4[C:31]([CH:32]([CH3:33])[CH3:34])=[C:30]([CH3:35])[N:29]=[C:28]([NH2:36])[N:27]=4)[CH2:19][C:18]=3[CH:24]=2)=[CH:6][N:5]=1, predict the reactants needed to synthesize it. (2) The reactants are: [CH:1]1[C:9]2[C:8]3[CH2:10][CH2:11][CH2:12][CH2:13][CH2:14][CH2:15][C:7]=3[O:6][C:5]=2[CH:4]=[CH:3][C:2]=1[NH2:16].[C:17](Cl)(=[O:26])[CH2:18][CH2:19][C:20]1[CH:25]=[CH:24][CH:23]=[CH:22][CH:21]=1. Given the product [CH:1]1[C:9]2[C:8]3[CH2:10][CH2:11][CH2:12][CH2:13][CH2:14][CH2:15][C:7]=3[O:6][C:5]=2[CH:4]=[CH:3][C:2]=1[NH:16][C:17](=[O:26])[CH2:18][CH2:19][C:20]1[CH:25]=[CH:24][CH:23]=[CH:22][CH:21]=1, predict the reactants needed to synthesize it. (3) Given the product [F:19][C:20]1[CH:21]=[C:22]([S:26]([CH3:29])(=[O:28])=[O:27])[CH:23]=[CH:24][C:25]=1[O:18][C:15]1[CH:16]=[C:17]2[C:12](=[CH:13][CH:14]=1)[N:11]=[CH:10][N:9]=[C:8]2[NH:7][C:4]1[CH:5]=[CH:6][N:2]([CH3:1])[N:3]=1, predict the reactants needed to synthesize it. The reactants are: [CH3:1][N:2]1[CH:6]=[CH:5][C:4]([NH:7][C:8]2[C:17]3[C:12](=[CH:13][CH:14]=[C:15]([OH:18])[CH:16]=3)[N:11]=[CH:10][N:9]=2)=[N:3]1.[F:19][C:20]1[CH:25]=[CH:24][CH:23]=[C:22]([S:26]([CH3:29])(=[O:28])=[O:27])[C:21]=1F.C(O[K])(C)(C)C.O. (4) Given the product [F:1][C:2]1[C:10]([O:11][CH2:12][F:13])=[C:9]([F:14])[C:8]([F:15])=[CH:7][C:3]=1[C:4]([N:6]=[C:17]=[O:18])=[O:5], predict the reactants needed to synthesize it. The reactants are: [F:1][C:2]1[C:10]([O:11][CH2:12][F:13])=[C:9]([F:14])[C:8]([F:15])=[CH:7][C:3]=1[C:4]([NH2:6])=[O:5].C(Cl)(=O)[C:17](Cl)=[O:18].